From a dataset of Retrosynthesis with 50K atom-mapped reactions and 10 reaction types from USPTO. Predict the reactants needed to synthesize the given product. (1) The reactants are: C=CC(C)c1cc2c(cc1O)CC[C@@H]1[C@@H]2CC[C@]2(C)C(=O)CC[C@@H]12. Given the product CCC(C)c1cc2c(cc1O)CC[C@@H]1[C@@H]2CC[C@]2(C)C(=O)CC[C@@H]12, predict the reactants needed to synthesize it. (2) Given the product CCCCNC(=O)CC1CCN(C(=O)N2C(c3cnc(C(C)(C)C)cc3OCC)=N[C@@](C)(c3ccc(Cl)cc3)[C@@]2(C)c2ccc(Cl)cc2)CC1, predict the reactants needed to synthesize it. The reactants are: CCCCN.CCOc1cc(C(C)(C)C)ncc1C1=N[C@@](C)(c2ccc(Cl)cc2)[C@@](C)(c2ccc(Cl)cc2)N1C(=O)N1CCC(CC(=O)O)CC1. (3) Given the product CCCCOc1ccccc1Cn1ccc(C(=O)OCC)n1, predict the reactants needed to synthesize it. The reactants are: CCCCOc1ccccc1CBr.CCOC(=O)c1cc[nH]n1. (4) Given the product Cc1oc(-c2ccco2)nc1COc1ccc(COc2nn(Cc3ccccc3)cc2C(=O)O)cc1-c1ccccc1, predict the reactants needed to synthesize it. The reactants are: CCOC(=O)c1cn(Cc2ccccc2)nc1OCc1ccc(OCc2nc(-c3ccco3)oc2C)c(-c2ccccc2)c1.